Predict the reactants needed to synthesize the given product. From a dataset of Full USPTO retrosynthesis dataset with 1.9M reactions from patents (1976-2016). (1) Given the product [OH:8][C:9]1[C:13]([CH2:14][CH2:15][P:16](=[O:23])([O:17][CH2:18][CH3:19])[O:20][CH2:21][CH3:22])=[CH:12][N:11]([C:24]2[CH:29]=[CH:28][CH:27]=[CH:26][CH:25]=2)[N:10]=1, predict the reactants needed to synthesize it. The reactants are: C([O:8][C:9]1[C:13](/[CH:14]=[CH:15]/[P:16](=[O:23])([O:20][CH2:21][CH3:22])[O:17][CH2:18][CH3:19])=[CH:12][N:11]([C:24]2[CH:29]=[CH:28][CH:27]=[CH:26][CH:25]=2)[N:10]=1)C1C=CC=CC=1. (2) Given the product [CH2:1]([N:8]1[C:14](=[O:15])[C:13]2[CH:16]=[CH:17][C:18]([O:28][C:25]3[CH:26]=[CH:27][C:22]([Cl:21])=[CH:23][CH:24]=3)=[N:19][C:12]=2[O:11][CH2:10][CH2:9]1)[C:2]1[CH:7]=[CH:6][CH:5]=[CH:4][CH:3]=1, predict the reactants needed to synthesize it. The reactants are: [CH2:1]([N:8]1[C:14](=[O:15])[C:13]2[CH:16]=[CH:17][C:18](F)=[N:19][C:12]=2[O:11][CH2:10][CH2:9]1)[C:2]1[CH:7]=[CH:6][CH:5]=[CH:4][CH:3]=1.[Cl:21][C:22]1[CH:27]=[CH:26][C:25]([OH:28])=[CH:24][CH:23]=1.C(=O)([O-])[O-].[K+].[K+].CN(C=O)C. (3) Given the product [Cl:1][C:2]1[S:6][C:5]([C:7]2[CH:14]=[CH:13][C:10]([C:11]#[N:12])=[C:9]([S:21][CH2:20][CH:17]3[CH2:19][CH2:18]3)[CH:8]=2)=[CH:4][CH:3]=1, predict the reactants needed to synthesize it. The reactants are: [Cl:1][C:2]1[S:6][C:5]([C:7]2[CH:14]=[CH:13][C:10]([C:11]#[N:12])=[C:9](F)[CH:8]=2)=[CH:4][CH:3]=1.Br.[CH:17]1([CH2:20][S:21]C(=N)N)[CH2:19][CH2:18]1. (4) The reactants are: Br[CH2:2][CH2:3][O:4][C:5]1[CH:20]=[CH:19][C:8]2[C:9]([C:12]3[CH:17]=[CH:16][C:15]([Br:18])=[CH:14][CH:13]=3)=[N:10][S:11][C:7]=2[CH:6]=1.[CH3:21][NH:22][CH3:23].C([O-])(O)=O.[Na+]. Given the product [Br:18][C:15]1[CH:16]=[CH:17][C:12]([C:9]2[C:8]3[CH:19]=[CH:20][C:5]([O:4][CH2:3][CH2:2][N:22]([CH3:23])[CH3:21])=[CH:6][C:7]=3[S:11][N:10]=2)=[CH:13][CH:14]=1, predict the reactants needed to synthesize it. (5) Given the product [CH3:3][O:4][C:5]1[CH:25]=[CH:24][C:8]([CH2:9][N:10]2[CH2:19][CH2:18][C:17]3[C:12](=[CH:13][CH:14]=[C:15]([C:20]4([C:21]#[N:22])[CH2:28][CH2:27]4)[CH:16]=3)[C:11]2=[O:23])=[CH:7][CH:6]=1, predict the reactants needed to synthesize it. The reactants are: [H-].[Na+].[CH3:3][O:4][C:5]1[CH:25]=[CH:24][C:8]([CH2:9][N:10]2[CH2:19][CH2:18][C:17]3[C:12](=[CH:13][CH:14]=[C:15]([CH2:20][C:21]#[N:22])[CH:16]=3)[C:11]2=[O:23])=[CH:7][CH:6]=1.Br[CH2:27][CH2:28]Br. (6) Given the product [Cl:1][C:2]1[CH:7]=[CH:6][C:5]([CH:8]([C:21]2[CH:26]=[CH:25][C:24]([F:27])=[CH:23][C:22]=2[CH3:28])[C:9]2[C:17]3[C:12](=[C:13]([CH2:18][S:19]([CH3:20])=[O:49])[CH:14]=[CH:15][CH:16]=3)[NH:11][CH:10]=2)=[C:4]([F:29])[CH:3]=1, predict the reactants needed to synthesize it. The reactants are: [Cl:1][C:2]1[CH:7]=[CH:6][C:5]([CH:8]([C:21]2[CH:26]=[CH:25][C:24]([F:27])=[CH:23][C:22]=2[CH3:28])[C:9]2[C:17]3[C:12](=[C:13]([CH2:18][S:19][CH3:20])[CH:14]=[CH:15][CH:16]=3)[NH:11][CH:10]=2)=[C:4]([F:29])[CH:3]=1.ClC1C=CC(C(C2C=CC(Cl)=CC=2)C2C3C(=C(CS(C)=[O:49])C=CC=3)NC=2)=CC=1.